Dataset: Forward reaction prediction with 1.9M reactions from USPTO patents (1976-2016). Task: Predict the product of the given reaction. (1) Given the reactants C(Cl)Cl.O.O.O.O.O.O.[N+:10]([O-:13])([O-:12])=[O:11].[Mn+2:14].[N+:15]([O-:18])([O-:17])=[O:16], predict the reaction product. The product is: [N+:10]([O-:13])([O-:12])=[O:11].[Mn+2:14].[N+:15]([O-:18])([O-:17])=[O:16]. (2) The product is: [CH2:1]([C:5]1[CH:6]=[CH:7][C:8]([NH:9][C:19](=[O:21])[CH3:20])=[CH:10][CH:11]=1)[CH2:2][CH2:3][CH3:4]. Given the reactants [CH2:1]([C:5]1[CH:11]=[CH:10][C:8]([NH2:9])=[CH:7][CH:6]=1)[CH2:2][CH2:3][CH3:4].C(N(CC)CC)C.[C:19](OC(=O)C)(=[O:21])[CH3:20], predict the reaction product.